Dataset: Reaction yield outcomes from USPTO patents with 853,638 reactions. Task: Predict the reaction yield, written as a fraction of the theoretical maximum amount of product (1.0 means a 100% yield; for example, 0.34 means a 34% yield). (1) The reactants are [C:1]1([C:7]2[C:8]([N:13]3[CH2:18][CH2:17][NH:16][CH2:15][CH2:14]3)=[N:9][CH:10]=[CH:11][N:12]=2)[CH:6]=[CH:5][CH:4]=[CH:3][CH:2]=1.[CH2:19]([N:21]1[C:25]([CH3:26])=[C:24]([CH:27]=O)[CH:23]=[N:22]1)[CH3:20].C(O[BH-](OC(=O)C)OC(=O)C)(=O)C.[Na+].C(O)(=O)C.[Cl:47]CCCl. No catalyst specified. The product is [ClH:47].[CH2:19]([N:21]1[C:25]([CH3:26])=[C:24]([CH2:27][N:16]2[CH2:17][CH2:18][N:13]([C:8]3[C:7]([C:1]4[CH:2]=[CH:3][CH:4]=[CH:5][CH:6]=4)=[N:12][CH:11]=[CH:10][N:9]=3)[CH2:14][CH2:15]2)[CH:23]=[N:22]1)[CH3:20]. The yield is 0.520. (2) The reactants are Cl.Cl.[NH2:3][CH2:4][C:5]1[C:10]([O:11][CH2:12][C:13]([O:15][CH2:16][CH3:17])=[O:14])=[CH:9][CH:8]=[CH:7][N:6]=1.C(N(CC)CC)C.[CH3:25][C:26]([CH3:42])([N:31]1[C:39](=[O:40])[C:38]2[C:33](=[CH:34][CH:35]=[CH:36][CH:37]=2)[C:32]1=[O:41])[CH2:27][C:28](O)=[O:29]. The catalyst is C(Cl)Cl. The product is [CH2:16]([O:15][C:13](=[O:14])[CH2:12][O:11][C:10]1[C:5]([CH2:4][NH:3][C:28](=[O:29])[CH2:27][C:26]([N:31]2[C:39](=[O:40])[C:38]3[C:33](=[CH:34][CH:35]=[CH:36][CH:37]=3)[C:32]2=[O:41])([CH3:42])[CH3:25])=[N:6][CH:7]=[CH:8][CH:9]=1)[CH3:17]. The yield is 0.460. (3) The reactants are [C:1]([C:3]1[CH:4]=[C:5]2[C:9](=[CH:10][CH:11]=1)[NH:8][C:7](=[O:12])[CH:6]2[C:13]1[N:18]=[C:17]2[CH2:19][N:20](C(OC(C)(C)C)=O)[CH2:21][C:16]2=[CH:15][CH:14]=1)#[N:2].[ClH:29]. The catalyst is O1CCOCC1. The product is [ClH:29].[N:18]1[C:13]([CH:6]2[C:5]3[C:9](=[CH:10][CH:11]=[C:3]([C:1]#[N:2])[CH:4]=3)[NH:8][C:7]2=[O:12])=[CH:14][CH:15]=[C:16]2[CH2:21][NH:20][CH2:19][C:17]=12. The yield is 0.950. (4) The product is [CH:18]([C:2]1[CH:3]=[C:4]2[C:8](=[CH:9][CH:10]=1)[C:7](=[O:11])[CH2:6][CH2:5]2)=[CH2:19]. The yield is 0.480. The catalyst is C1C=CC([P]([Pd]([P](C2C=CC=CC=2)(C2C=CC=CC=2)C2C=CC=CC=2)([P](C2C=CC=CC=2)(C2C=CC=CC=2)C2C=CC=CC=2)[P](C2C=CC=CC=2)(C2C=CC=CC=2)C2C=CC=CC=2)(C2C=CC=CC=2)C2C=CC=CC=2)=CC=1. The reactants are Br[C:2]1[CH:3]=[C:4]2[C:8](=[CH:9][CH:10]=1)[C:7](=[O:11])[CH2:6][CH2:5]2.C([O-])([O-])=O.[K+].[K+].[C:18]1(C)C=CC=C[CH:19]=1. (5) The reactants are C[O:2][C:3](=[O:41])[C@@H:4]([NH:19][C:20]([C:22]1[C:23]([CH3:40])=[N:24][C:25]([NH:29][CH2:30][CH2:31][CH2:32][C:33]2[CH:38]=[CH:37][CH:36]=[C:35]([OH:39])[CH:34]=2)=[N:26][C:27]=1[CH3:28])=[O:21])[CH2:5][NH:6][C:7]([N:9]1[C:18]2[C:13](=[CH:14][CH:15]=[CH:16][CH:17]=2)[CH2:12][CH2:11][CH2:10]1)=[O:8].O.[OH-].[Li+].S([O-])(O)(=O)=O.[K+]. The catalyst is C1COCC1.O. The product is [N:9]1([C:7]([NH:6][CH2:5][C@H:4]([NH:19][C:20]([C:22]2[C:27]([CH3:28])=[N:26][C:25]([NH:29][CH2:30][CH2:31][CH2:32][C:33]3[CH:38]=[CH:37][CH:36]=[C:35]([OH:39])[CH:34]=3)=[N:24][C:23]=2[CH3:40])=[O:21])[C:3]([OH:41])=[O:2])=[O:8])[C:18]2[C:13](=[CH:14][CH:15]=[CH:16][CH:17]=2)[CH2:12][CH2:11][CH2:10]1. The yield is 0.360. (6) The reactants are [CH2:1]([C:3]1([CH2:19][NH:20][C:21]2[CH:22]=[C:23]([CH:26]=[CH:27][C:28]=2[N+:29]([O-])=O)[C:24]#[N:25])[CH2:18][CH2:17][CH2:16][C:5]2([O:9][C:8](=[O:10])[N:7]([CH2:11][C:12]([CH3:15])([CH3:14])[CH3:13])[CH2:6]2)[CH2:4]1)[CH3:2].[CH:32](OC)(OC)OC.C(O)=O.C(O)(C(F)(F)F)=O. The catalyst is CO.CC#N.[Fe]. The product is [CH2:1]([C:3]1([CH2:19][N:20]2[C:21]3[CH:22]=[C:23]([C:24]#[N:25])[CH:26]=[CH:27][C:28]=3[N:29]=[CH:32]2)[CH2:18][CH2:17][CH2:16][C:5]2([O:9][C:8](=[O:10])[N:7]([CH2:11][C:12]([CH3:15])([CH3:14])[CH3:13])[CH2:6]2)[CH2:4]1)[CH3:2]. The yield is 0.880. (7) The product is [CH2:1]([NH:4][CH2:22][CH2:21][C:16]1[CH:17]=[CH:18][CH:19]=[CH:20][C:15]=1[F:14])[CH:2]=[CH2:3]. The reactants are [CH2:1]([NH2:4])[CH:2]=[CH2:3].C(N(C(C)C)CC)(C)C.[F:14][C:15]1[CH:20]=[CH:19][CH:18]=[CH:17][C:16]=1[CH2:21][CH2:22]OS(C1C=CC(C)=CC=1)(=O)=O.[OH-].[Na+]. The yield is 0.660. The catalyst is C(#N)C. (8) The reactants are Br[C:2]1[C:7]([CH3:8])=[CH:6][CH:5]=[CH:4][N:3]=1.C([O-])([O-])=O.[K+].[K+].N#N.[C:17]([O:21][C:22]([C:24]1[CH:25]=[C:26](B(O)O)[CH:27]=[CH:28][CH:29]=1)=[O:23])([CH3:20])([CH3:19])[CH3:18].C(Cl)Cl.CS(O)(=O)=O.[OH-].[Na+]. The catalyst is C1(C)C=CC=CC=1.C1C=CC(P(C2C=CC=CC=2)[C-]2C=CC=C2)=CC=1.C1C=CC(P(C2C=CC=CC=2)[C-]2C=CC=C2)=CC=1.Cl[Pd]Cl.[Fe+2].O. The product is [C:17]([O:21][C:22](=[O:23])[C:24]1[CH:25]=[CH:26][CH:27]=[C:28]([C:2]2[C:7]([CH3:8])=[CH:6][CH:5]=[CH:4][N:3]=2)[CH:29]=1)([CH3:20])([CH3:18])[CH3:19]. The yield is 0.820. (9) The reactants are [OH:1][CH2:2][C:3]1[N:4]=[C:5]([N:8]2[CH2:11][CH:10]([OH:12])[CH2:9]2)[S:6][CH:7]=1.[Si:13](Cl)([C:16]([CH3:19])([CH3:18])[CH3:17])([CH3:15])[CH3:14].N1C=CN=C1.CO. The catalyst is CN(C)C=O. The product is [Si:13]([O:1][CH2:2][C:3]1[N:4]=[C:5]([N:8]2[CH2:11][CH:10]([OH:12])[CH2:9]2)[S:6][CH:7]=1)([C:16]([CH3:19])([CH3:18])[CH3:17])([CH3:15])[CH3:14]. The yield is 0.820.